Task: Predict the reaction yield, written as a fraction of the theoretical maximum amount of product (1.0 means a 100% yield; for example, 0.34 means a 34% yield).. Dataset: Reaction yield outcomes from USPTO patents with 853,638 reactions The product is [C:24]([O:23][C:21]([N:19]1[CH2:20][C@@H:16]([NH:15][C:13]([C:6]2[C:7]3[C:12](=[CH:11][CH:10]=[CH:9][CH:8]=3)[N:4]([CH:1]([CH3:3])[CH3:2])[N:5]=2)=[O:14])[CH2:17][C@H:18]1[CH2:28][C:29]([OH:31])=[O:30])=[O:22])([CH3:25])([CH3:27])[CH3:26]. The reactants are [CH:1]([N:4]1[C:12]2[C:7](=[CH:8][CH:9]=[CH:10][CH:11]=2)[C:6]([C:13]([NH:15][C@@H:16]2[CH2:20][N:19]([C:21]([O:23][C:24]([CH3:27])([CH3:26])[CH3:25])=[O:22])[C@H:18]([CH2:28][C:29]([O:31]C)=[O:30])[CH2:17]2)=[O:14])=[N:5]1)([CH3:3])[CH3:2].[OH-].[Na+].Cl. The yield is 0.980. The catalyst is CO.